This data is from Forward reaction prediction with 1.9M reactions from USPTO patents (1976-2016). The task is: Predict the product of the given reaction. (1) Given the reactants Br[C:2]1[N:7]=[C:6]([N:8]2[CH2:13][CH2:12][N:11]3[N:14]=[C:15]([CH2:17][O:18][C:19]4[CH:24]=[CH:23][CH:22]=[CH:21][CH:20]=4)[CH:16]=[C:10]3[C:9]2=[O:25])[CH:5]=[CH:4][CH:3]=1.B1([C:35]2[CH2:40][CH2:39][N:38]([C:41]([O:43][C:44]([CH3:47])([CH3:46])[CH3:45])=[O:42])[CH2:37][CH:36]=2)OC(C)(C)C(C)(C)O1.C(=O)([O-])[O-].[K+].[K+], predict the reaction product. The product is: [C:44]([O:43][C:41]([N:38]1[CH2:37][CH:36]=[C:35]([C:2]2[CH:3]=[CH:4][CH:5]=[C:6]([N:8]3[CH2:13][CH2:12][N:11]4[N:14]=[C:15]([CH2:17][O:18][C:19]5[CH:24]=[CH:23][CH:22]=[CH:21][CH:20]=5)[CH:16]=[C:10]4[C:9]3=[O:25])[N:7]=2)[CH2:40][CH2:39]1)=[O:42])([CH3:47])([CH3:45])[CH3:46]. (2) Given the reactants [CH2:1]([C:3]1[CH:4]=[CH:5][C:6](OC)=[C:7]([C:9]([C:11]2[CH:16]=[CH:15][CH:14]=[CH:13][CH:12]=2)=[O:10])[CH:8]=1)[CH3:2].C([O:21][C:22](=[O:43])[C:23]([O:26][C:27]1[CH:32]=[CH:31][C:30]([O:33][CH2:34][CH2:35][CH:36]([O:38]S(C)(=O)=O)[CH3:37])=[CH:29][CH:28]=1)([CH3:25])[CH3:24])C.C([O-])([O-])=O.[Cs+].[Cs+].Cl.[OH-].[Na+], predict the reaction product. The product is: [C:9]([C:7]1[CH:8]=[C:3]([CH2:1][CH3:2])[CH:4]=[CH:5][C:6]=1[O:38][CH:36]([CH3:37])[CH2:35][CH2:34][O:33][C:30]1[CH:29]=[CH:28][C:27]([O:26][C:23]([CH3:24])([CH3:25])[C:22]([OH:21])=[O:43])=[CH:32][CH:31]=1)(=[O:10])[C:11]1[CH:12]=[CH:13][CH:14]=[CH:15][CH:16]=1. (3) Given the reactants Br[C:2]1[CH:7]=[CH:6][C:5]([C@@H:8]([N:10]2[CH2:15][CH2:14][C@@:13]([C:20]3[CH:25]=[CH:24][C:23]([F:26])=[CH:22][CH:21]=3)([CH2:16][CH2:17][CH2:18][OH:19])[O:12][C:11]2=[O:27])[CH3:9])=[CH:4][CH:3]=1.Br[C:29]1[CH:34]=[C:33]([CH3:35])[N:32]=[C:31]([CH3:36])[N:30]=1, predict the reaction product. The product is: [CH3:36][C:31]1[N:30]=[C:29]([C:2]2[CH:3]=[CH:4][C:5]([C@@H:8]([N:10]3[CH2:15][CH2:14][C@@:13]([C:20]4[CH:25]=[CH:24][C:23]([F:26])=[CH:22][CH:21]=4)([CH2:16][CH2:17][CH2:18][OH:19])[O:12][C:11]3=[O:27])[CH3:9])=[CH:6][CH:7]=2)[CH:34]=[C:33]([CH3:35])[N:32]=1. (4) The product is: [CH2:1]([O:8][C:9]1[CH:16]=[CH:15][C:12]([CH2:13][Br:20])=[C:11]([F:17])[C:10]=1[F:18])[C:2]1[CH:7]=[CH:6][CH:5]=[CH:4][CH:3]=1. Given the reactants [CH2:1]([O:8][C:9]1[CH:16]=[CH:15][C:12]([CH2:13]O)=[C:11]([F:17])[C:10]=1[F:18])[C:2]1[CH:7]=[CH:6][CH:5]=[CH:4][CH:3]=1.P(Br)(Br)[Br:20], predict the reaction product.